Dataset: TCR-epitope binding with 47,182 pairs between 192 epitopes and 23,139 TCRs. Task: Binary Classification. Given a T-cell receptor sequence (or CDR3 region) and an epitope sequence, predict whether binding occurs between them. (1) The epitope is RAKFKQLL. The TCR CDR3 sequence is CASSLRWNPGNTIYF. Result: 1 (the TCR binds to the epitope). (2) The epitope is NLWNTFTRL. The TCR CDR3 sequence is CASSLSESPYEQYF. Result: 1 (the TCR binds to the epitope). (3) The epitope is SSNVANYQK. The TCR CDR3 sequence is CASSQGSYGYTF. Result: 0 (the TCR does not bind to the epitope).